Dataset: Reaction yield outcomes from USPTO patents with 853,638 reactions. Task: Predict the reaction yield, written as a fraction of the theoretical maximum amount of product (1.0 means a 100% yield; for example, 0.34 means a 34% yield). (1) The reactants are [C:1]([C:5]1[CH:10]=[C:9](Br)[C:8]([N+:12]([O-:14])=[O:13])=[CH:7][C:6]=1[O:15][CH2:16][C:17]1[CH:22]=[CH:21][CH:20]=[CH:19][CH:18]=1)([CH3:4])([CH3:3])[CH3:2].[F-:23].[K+].[K+].[Br-].Cl[C:28]([F:34])([F:33])C(OC)=O. The catalyst is O.[Cu]I.CN(C=O)C. The product is [C:1]([C:5]1[CH:10]=[C:9]([C:28]([F:34])([F:23])[F:33])[C:8]([N+:12]([O-:14])=[O:13])=[CH:7][C:6]=1[O:15][CH2:16][C:17]1[CH:22]=[CH:21][CH:20]=[CH:19][CH:18]=1)([CH3:4])([CH3:3])[CH3:2]. The yield is 0.670. (2) The reactants are [NH2:1][C@@H:2]([CH3:5])[CH2:3][OH:4].[Cl:6][CH2:7][C:8](Cl)=[O:9]. The catalyst is O.ClCCl.[OH-].[Na+]. The product is [Cl:6][CH2:7][C:8]([NH:1][C@@H:2]([CH3:5])[CH2:3][OH:4])=[O:9]. The yield is 0.830.